This data is from Catalyst prediction with 721,799 reactions and 888 catalyst types from USPTO. The task is: Predict which catalyst facilitates the given reaction. (1) Reactant: Cl.[F:2][C:3]([F:15])([F:14])[C:4]1[CH:5]=[C:6]2[C:11](=[CH:12][CH:13]=1)[CH2:10][NH:9][CH2:8][CH2:7]2.N1C=CC=CC=1.[Cl:22][C:23](Cl)([O:25]C(=O)OC(Cl)(Cl)Cl)Cl. Product: [F:15][C:3]([F:2])([F:14])[C:4]1[CH:5]=[C:6]2[C:11](=[CH:12][CH:13]=1)[CH2:10][N:9]([C:23]([Cl:22])=[O:25])[CH2:8][CH2:7]2. The catalyst class is: 4. (2) Reactant: [F:1][C:2]1[CH:27]=[C:26]([F:28])[CH:25]=[CH:24][C:3]=1[CH2:4][O:5][C:6]1[CH:11]=[C:10]([CH3:12])[N:9]([C:13]2[C:18]([F:19])=[CH:17][C:16]([CH:20]=[CH2:21])=[CH:15][C:14]=2[F:22])[C:8](=[O:23])[CH:7]=1.[Br:29]N1C(=O)CCC1=O. Product: [Br:29][C:7]1[C:8](=[O:23])[N:9]([C:13]2[C:18]([F:19])=[CH:17][C:16]([CH:20]=[CH2:21])=[CH:15][C:14]=2[F:22])[C:10]([CH3:12])=[CH:11][C:6]=1[O:5][CH2:4][C:3]1[CH:24]=[CH:25][C:26]([F:28])=[CH:27][C:2]=1[F:1]. The catalyst class is: 124.